From a dataset of Catalyst prediction with 721,799 reactions and 888 catalyst types from USPTO. Predict which catalyst facilitates the given reaction. (1) Reactant: [C:1]([O-:22])(=O)[CH2:2][CH2:3][CH2:4][CH2:5][CH2:6][CH2:7][CH2:8][CH2:9][CH2:10]/[CH:11]=[CH:12]\[CH2:13]/[CH:14]=[CH:15]\[CH2:16][CH2:17][CH2:18][CH2:19][CH3:20].Cl.[CH3:24][NH:25][O:26][CH3:27].O.ON1C2C=CC=CC=2N=C1.C(N(CC)CC)C.Cl.C(N=C=NCCCN(C)C)C. Product: [CH3:27][O:26][N:25]([CH3:24])[C:1](=[O:22])[CH2:2][CH2:3][CH2:4][CH2:5][CH2:6][CH2:7][CH2:8][CH2:9][CH2:10]/[CH:11]=[CH:12]\[CH2:13]/[CH:14]=[CH:15]\[CH2:16][CH2:17][CH2:18][CH2:19][CH3:20]. The catalyst class is: 4. (2) Reactant: [Br:1][C:2]1[C:3]([C:8]#[N:9])=[N:4][CH:5]=[CH:6][CH:7]=1.Cl.[OH-].[Na+].[Na+].[Cl-]. Product: [NH2:9][CH2:8][C:3]1[C:2]([Br:1])=[CH:7][CH:6]=[CH:5][N:4]=1. The catalyst class is: 1.